The task is: Predict which catalyst facilitates the given reaction.. This data is from Catalyst prediction with 721,799 reactions and 888 catalyst types from USPTO. (1) Product: [CH3:21][S:22]([O:13][CH2:12][CH:7]1[CH2:6][CH2:5][C:4]2[C:9](=[CH:10][CH:11]=[C:2]([O:1][S:22]([CH3:21])(=[O:24])=[O:23])[CH:3]=2)[CH2:8]1)(=[O:24])=[O:23]. Reactant: [OH:1][C:2]1[CH:3]=[C:4]2[C:9](=[CH:10][CH:11]=1)[CH2:8][CH:7]([CH2:12][OH:13])[CH2:6][CH2:5]2.CCN(CC)CC.[CH3:21][S:22](Cl)(=[O:24])=[O:23]. The catalyst class is: 2. (2) Reactant: [N:1]1[CH:6]=[CH:5][C:4]([CH2:7][C:8]([O:10][CH2:11][CH3:12])=[O:9])=[CH:3][CH:2]=1.[Li+].C[Si]([N-][Si](C)(C)C)(C)C.Cl[C:24]1[N:33]=[CH:32][CH:31]=[C:30]2[C:25]=1[CH:26]=[C:27]([C:49]1[CH:54]=[CH:53][CH:52]=[CH:51][CH:50]=1)[C:28]([C:34]1[CH:48]=[CH:47][C:37]([CH2:38][NH:39][C:40](=[O:46])[O:41][C:42]([CH3:45])([CH3:44])[CH3:43])=[CH:36][CH:35]=1)=[N:29]2. Product: [C:42]([O:41][C:40]([NH:39][CH2:38][C:37]1[CH:36]=[CH:35][C:34]([C:28]2[C:27]([C:49]3[CH:54]=[CH:53][CH:52]=[CH:51][CH:50]=3)=[CH:26][C:25]3[C:30](=[CH:31][CH:32]=[N:33][C:24]=3[CH:7]([C:4]3[CH:5]=[CH:6][N:1]=[CH:2][CH:3]=3)[C:8]([O:10][CH2:11][CH3:12])=[O:9])[N:29]=2)=[CH:48][CH:47]=1)=[O:46])([CH3:45])([CH3:43])[CH3:44]. The catalyst class is: 1. (3) Reactant: [Br:1][C:2]1[CH:10]=[C:9]2[C:5]([CH2:6][C:7](=[O:11])[NH:8]2)=[CH:4][CH:3]=1.[Cl:12][C:13]1[CH:18]=[CH:17][C:16]([S:19]([C:22]2[C:23]([CH2:30][CH2:31][C:32]([OH:34])=[O:33])=[C:24]([CH:28]=O)[NH:25][C:26]=2[CH3:27])(=[O:21])=[O:20])=[CH:15][CH:14]=1.N1CCCCC1. Product: [Br:1][C:2]1[CH:10]=[C:9]2[C:5](/[C:6](=[CH:28]/[C:24]3[NH:25][C:26]([CH3:27])=[C:22]([S:19]([C:16]4[CH:15]=[CH:14][C:13]([Cl:12])=[CH:18][CH:17]=4)(=[O:20])=[O:21])[C:23]=3[CH2:30][CH2:31][C:32]([OH:34])=[O:33])/[C:7](=[O:11])[NH:8]2)=[CH:4][CH:3]=1. The catalyst class is: 8. (4) The catalyst class is: 138. Reactant: [CH3:1][O:2][C:3](=[O:25])[C@@H:4]([NH:17][C:18]([O:20][C:21]([CH3:24])([CH3:23])[CH3:22])=[O:19])[CH2:5][S:6][CH2:7][C:8]1[CH:13]=[CH:12][C:11]([N+:14]([O-])=O)=[CH:10][CH:9]=1.[Sn](Cl)Cl. Product: [CH3:1][O:2][C:3](=[O:25])[C@@H:4]([NH:17][C:18]([O:20][C:21]([CH3:23])([CH3:22])[CH3:24])=[O:19])[CH2:5][S:6][CH2:7][C:8]1[CH:13]=[CH:12][C:11]([NH2:14])=[CH:10][CH:9]=1.